Dataset: Full USPTO retrosynthesis dataset with 1.9M reactions from patents (1976-2016). Task: Predict the reactants needed to synthesize the given product. (1) Given the product [O:36]=[C:29]([C:30]1[CH:35]=[CH:34][N:33]=[CH:32][CH:31]=1)[C:7]#[C:6][C:8]1([O:21][Si:22]([CH3:25])([CH3:24])[CH3:23])[CH2:9][CH2:10][N:11]([C:14]([O:16][C:17]([CH3:20])([CH3:19])[CH3:18])=[O:15])[CH2:12][CH2:13]1, predict the reactants needed to synthesize it. The reactants are: C([Li])CCC.[C:6]([C:8]1([O:21][Si:22]([CH3:25])([CH3:24])[CH3:23])[CH2:13][CH2:12][N:11]([C:14]([O:16][C:17]([CH3:20])([CH3:19])[CH3:18])=[O:15])[CH2:10][CH2:9]1)#[CH:7].CON(C)[C:29](=[O:36])[C:30]1[CH:35]=[CH:34][N:33]=[CH:32][CH:31]=1. (2) Given the product [C:71]([NH:70][CH:67]1[CH2:68][CH2:69][N:65]([CH2:64][C:63]2[CH:62]=[CH:61][C:60]([CH2:59][N:58]([CH3:57])[C:21]([C:18]3[CH:17]=[C:16]([CH2:15][N:13]([S:10]([C:6]4[C:5]([CH3:24])=[CH:4][C:3]([O:2][CH3:1])=[CH:8][C:7]=4[CH3:9])(=[O:11])=[O:12])[CH3:14])[O:20][CH:19]=3)=[O:22])=[CH:75][CH:74]=2)[CH2:66]1)(=[O:73])[CH3:72], predict the reactants needed to synthesize it. The reactants are: [CH3:1][O:2][C:3]1[CH:8]=[C:7]([CH3:9])[C:6]([S:10]([N:13]([CH2:15][C:16]2[O:20][CH:19]=[C:18]([C:21](O)=[O:22])[CH:17]=2)[CH3:14])(=[O:12])=[O:11])=[C:5]([CH3:24])[CH:4]=1.CCN=C=NCCCN(C)C.C1C=CC2N(O)N=NC=2C=1.CCN(C(C)C)C(C)C.Cl.Cl.[CH3:57][NH:58][CH2:59][C:60]1[CH:75]=[CH:74][C:63]([CH2:64][N:65]2[CH2:69][CH2:68][CH:67]([NH:70][C:71](=[O:73])[CH3:72])[CH2:66]2)=[CH:62][CH:61]=1. (3) Given the product [CH3:16][C@H:15]1[N:10]([C:8](=[O:9])[C:7]2[CH:33]=[C:34]([CH3:39])[CH:35]=[CH:36][C:6]=2[N:2]2[N:1]=[CH:5][CH:4]=[N:3]2)[CH2:11][C@H:12]([C:17]([NH:21][CH2:20][C:22](=[O:26])[CH3:23])=[O:18])[CH2:13][CH2:14]1, predict the reactants needed to synthesize it. The reactants are: [N:1]1[N:2]([C:6]2[CH:36]=[CH:35][CH:34]=[CH:33][C:7]=2[C:8]([N:10]2[C@H:15]([CH3:16])[CH2:14][CH2:13][C@@H:12]([C:17]3[O:18]C(C4C=CC=CC=4)=[C:20]([C:22](=[O:26])[CH:23]=[N+]=[N-])[N:21]=3)[CH2:11]2)=[O:9])[N:3]=[CH:4][CH:5]=1.Cl.N[CH2:39]C(=O)C.C1CN([P+](ON2N=NC3C=CC=CC2=3)(N2CCCC2)N2CCCC2)CC1.F[P-](F)(F)(F)(F)F.CCN(C(C)C)C(C)C.